This data is from Forward reaction prediction with 1.9M reactions from USPTO patents (1976-2016). The task is: Predict the product of the given reaction. (1) Given the reactants Cl[C:2]1[C:7]([Cl:8])=[CH:6][N:5]=[C:4]([NH2:9])[C:3]=1[F:10].C(O)(=O)C.[O:15]1[C:19]2([CH2:24][CH2:23][NH:22][CH2:21][CH2:20]2)[CH2:18][NH:17][C:16]1=[O:25].C(N(CC)CC)C, predict the reaction product. The product is: [NH2:9][C:4]1[C:3]([F:10])=[C:2]([N:22]2[CH2:21][CH2:20][C:19]3([O:15][C:16](=[O:25])[NH:17][CH2:18]3)[CH2:24][CH2:23]2)[C:7]([Cl:8])=[CH:6][N:5]=1. (2) Given the reactants [CH3:1][O:2][C@H:3]1[CH2:8][CH2:7][C@H:6]2[C@H:9]3[C@H:19]([CH2:20][CH2:21][C@:4]12[CH3:5])[C@:17]1([CH3:18])[CH:12]([CH2:13][CH:14]=[CH:15][CH2:16]1)[CH2:11][CH2:10]3.C1C=C(Cl)C=C(C(OO)=[O:30])C=1, predict the reaction product. The product is: [CH3:1][O:2][C@H:3]1[CH2:8][CH2:7][C@H:6]2[C@H:9]3[C@H:19]([CH2:20][CH2:21][C@:4]12[CH3:5])[C@:17]1([CH3:18])[CH:12]([CH2:13][C@@H:14]2[O:30][C@@H:15]2[CH2:16]1)[CH2:11][CH2:10]3. (3) Given the reactants [CH3:1][O:2][C:3]1[CH:4]=[CH:5][C:6]([CH2:11][CH2:12][NH2:13])=[N:7][C:8]=1[O:9][CH3:10].[C:14]1([CH2:20][CH2:21][C:22](=O)[CH3:23])[CH:19]=[CH:18][CH:17]=[CH:16][CH:15]=1.C([BH3-])#N.[Na+].[CH3:29][C:30]1[N:35]=[C:34]([C:36](O)=[O:37])[CH:33]=[CH:32][CH:31]=1.C(N(CC)CC)C.CN(C(ON1N=NC2C=CC=CC1=2)=[N+](C)C)C.[B-](F)(F)(F)F, predict the reaction product. The product is: [CH3:1][O:2][C:3]1[CH:4]=[CH:5][C:6]([CH2:11][CH2:12][N:13]([CH:22]([CH3:23])[CH2:21][CH2:20][C:14]2[CH:19]=[CH:18][CH:17]=[CH:16][CH:15]=2)[C:36]([C:34]2[CH:33]=[CH:32][CH:31]=[C:30]([CH3:29])[N:35]=2)=[O:37])=[N:7][C:8]=1[O:9][CH3:10].